Dataset: Forward reaction prediction with 1.9M reactions from USPTO patents (1976-2016). Task: Predict the product of the given reaction. (1) The product is: [CH3:1][O:2][C:3]1[CH:4]=[C:5]([C:35]([F:37])([F:38])[F:36])[CH:6]=[C:7]([NH:9][C:10](=[O:34])[N:11]([C:13]2[CH:18]=[C:17]([NH:19][C:20]3[CH:25]=[CH:24][C:23]([N:26]4[CH2:31][CH2:30][N:29]([CH2:32][CH3:33])[CH2:28][CH2:27]4)=[C:22]([Cl:45])[CH:21]=3)[N:16]=[CH:15][N:14]=2)[CH3:12])[CH:8]=1. Given the reactants [CH3:1][O:2][C:3]1[CH:4]=[C:5]([C:35]([F:38])([F:37])[F:36])[CH:6]=[C:7]([NH:9][C:10](=[O:34])[N:11]([C:13]2[CH:18]=[C:17]([NH:19][C:20]3[CH:25]=[CH:24][C:23]([N:26]4[CH2:31][CH2:30][N:29]([CH2:32][CH3:33])[CH2:28][CH2:27]4)=[CH:22][CH:21]=3)[N:16]=[CH:15][N:14]=2)[CH3:12])[CH:8]=1.C([O-])(O)=O.[Na+].C(Cl)[Cl:45], predict the reaction product. (2) The product is: [CH3:1][C:2]([Si:5]([CH3:21])([CH3:20])[O:6][CH2:7][C:8]1[CH:9]=[C:10]2[C:15](=[C:16]([CH2:18][NH:31][CH:28]3[CH2:30][CH2:29]3)[CH:17]=1)[N:14]=[CH:13][CH:12]=[CH:11]2)([CH3:4])[CH3:3]. Given the reactants [CH3:1][C:2]([Si:5]([CH3:21])([CH3:20])[O:6][CH2:7][C:8]1[CH:9]=[C:10]2[C:15](=[C:16]([CH:18]=O)[CH:17]=1)[N:14]=[CH:13][CH:12]=[CH:11]2)([CH3:4])[CH3:3].S([O-])([O-])(=O)=O.[Mg+2].[CH:28]1([NH2:31])[CH2:30][CH2:29]1.[BH4-].[Na+], predict the reaction product. (3) Given the reactants [CH3:1][C:2]1[N:3]([CH2:30][CH2:31][CH3:32])[N:4]=[C:5]2[C:14]=1[C:13]1[CH:12]=[CH:11][CH:10]=[CH:9][C:8]=1[N:7]=[C:6]2[N:15](C(OC(C)(C)C)=O)C(OC(C)(C)C)=O.C([Li])(C)(C)C.[C:38]1(=[O:42])[CH2:41][CH2:40][CH2:39]1.[Cl-].[NH4+], predict the reaction product. The product is: [NH2:15][C:6]1[C:5]2=[N:4][N:3]([CH2:30][CH2:31][CH3:32])[C:2]([CH2:1][C:38]3([OH:42])[CH2:41][CH2:40][CH2:39]3)=[C:14]2[C:13]2[CH:12]=[CH:11][CH:10]=[CH:9][C:8]=2[N:7]=1.